Dataset: Forward reaction prediction with 1.9M reactions from USPTO patents (1976-2016). Task: Predict the product of the given reaction. (1) Given the reactants C([N:8]1[CH:12]=[C:11](/[CH:13]=[CH:14]/[C:15]([O:17][CH3:18])=[O:16])[C:10]([C:19]([CH3:22])([CH3:21])[CH3:20])=[N:9]1)C1C=CC=CC=1.C(O)C.O1CCCC1, predict the reaction product. The product is: [C:19]([C:10]1[C:11]([CH2:13][CH2:14][C:15]([O:17][CH3:18])=[O:16])=[CH:12][NH:8][N:9]=1)([CH3:22])([CH3:20])[CH3:21]. (2) Given the reactants [ClH:1].[NH2:2][CH2:3][CH:4]([OH:23])[CH:5]([N:12]1[C:20]2[C:15](=[CH:16][CH:17]=[CH:18][C:19]=2[F:21])[C:14]([CH3:22])=[CH:13]1)[C:6]1[CH:11]=[CH:10][CH:9]=[CH:8][CH:7]=1.FC1C=CC=C2C=1N([C@@H](C1C=CC=CC=1)[C@H](O)CO)C=C2C.C1(C)C=CC(S(O)(=O)=O)=CC=1.[OH-].[NH4+], predict the reaction product. The product is: [ClH:1].[NH2:2][CH2:3][C@@H:4]([OH:23])[C@@H:5]([N:12]1[C:20]2[C:15](=[CH:16][CH:17]=[CH:18][C:19]=2[F:21])[C:14]([CH3:22])=[CH:13]1)[C:6]1[CH:7]=[CH:8][CH:9]=[CH:10][CH:11]=1.